This data is from NCI-60 drug combinations with 297,098 pairs across 59 cell lines. The task is: Regression. Given two drug SMILES strings and cell line genomic features, predict the synergy score measuring deviation from expected non-interaction effect. (1) Synergy scores: CSS=7.34, Synergy_ZIP=-4.61, Synergy_Bliss=-6.32, Synergy_Loewe=-1.55, Synergy_HSA=-2.69. Drug 2: CS(=O)(=O)OCCCCOS(=O)(=O)C. Drug 1: CC1C(C(CC(O1)OC2CC(CC3=C2C(=C4C(=C3O)C(=O)C5=C(C4=O)C(=CC=C5)OC)O)(C(=O)CO)O)N)O.Cl. Cell line: SN12C. (2) Drug 1: C1=CN(C=N1)CC(O)(P(=O)(O)O)P(=O)(O)O. Drug 2: CC1=C(N=C(N=C1N)C(CC(=O)N)NCC(C(=O)N)N)C(=O)NC(C(C2=CN=CN2)OC3C(C(C(C(O3)CO)O)O)OC4C(C(C(C(O4)CO)O)OC(=O)N)O)C(=O)NC(C)C(C(C)C(=O)NC(C(C)O)C(=O)NCCC5=NC(=CS5)C6=NC(=CS6)C(=O)NCCC[S+](C)C)O. Cell line: SW-620. Synergy scores: CSS=10.7, Synergy_ZIP=7.99, Synergy_Bliss=-1.57, Synergy_Loewe=-3.64, Synergy_HSA=-2.20. (3) Drug 1: CC1C(C(=O)NC(C(=O)N2CCCC2C(=O)N(CC(=O)N(C(C(=O)O1)C(C)C)C)C)C(C)C)NC(=O)C3=C4C(=C(C=C3)C)OC5=C(C(=O)C(=C(C5=N4)C(=O)NC6C(OC(=O)C(N(C(=O)CN(C(=O)C7CCCN7C(=O)C(NC6=O)C(C)C)C)C)C(C)C)C)N)C. Drug 2: CN(CCCl)CCCl.Cl. Cell line: OVCAR-4. Synergy scores: CSS=10.7, Synergy_ZIP=-5.28, Synergy_Bliss=-3.87, Synergy_Loewe=-9.85, Synergy_HSA=-6.23. (4) Drug 1: CN(CCCl)CCCl.Cl. Drug 2: CC1C(C(CC(O1)OC2CC(CC3=C2C(=C4C(=C3O)C(=O)C5=C(C4=O)C(=CC=C5)OC)O)(C(=O)CO)O)N)O.Cl. Cell line: NCI-H460. Synergy scores: CSS=55.0, Synergy_ZIP=-7.47, Synergy_Bliss=-10.4, Synergy_Loewe=-3.57, Synergy_HSA=-1.96. (5) Drug 1: CCC(=C(C1=CC=CC=C1)C2=CC=C(C=C2)OCCN(C)C)C3=CC=CC=C3.C(C(=O)O)C(CC(=O)O)(C(=O)O)O. Drug 2: C1=NC2=C(N1)C(=S)N=CN2. Cell line: TK-10. Synergy scores: CSS=26.7, Synergy_ZIP=1.03, Synergy_Bliss=3.24, Synergy_Loewe=-25.8, Synergy_HSA=2.72. (6) Drug 1: C1=NC2=C(N=C(N=C2N1C3C(C(C(O3)CO)O)O)F)N. Drug 2: C1CC(C1)(C(=O)O)C(=O)O.[NH2-].[NH2-].[Pt+2]. Cell line: UO-31. Synergy scores: CSS=7.30, Synergy_ZIP=-3.76, Synergy_Bliss=-2.77, Synergy_Loewe=-1.82, Synergy_HSA=-0.679.